From a dataset of Ames mutagenicity test results for genotoxicity prediction. Regression/Classification. Given a drug SMILES string, predict its toxicity properties. Task type varies by dataset: regression for continuous values (e.g., LD50, hERG inhibition percentage) or binary classification for toxic/non-toxic outcomes (e.g., AMES mutagenicity, cardiotoxicity, hepatotoxicity). Dataset: ames. (1) The molecule is CCN(CC)C(=S)SSCC(NC(=O)CCC(N)C(=O)O)C(=O)NCC(=O)O. The result is 0 (non-mutagenic). (2) The compound is COc1ccc2[nH]c3c(C)cc(N)c(C)c3c2c1. The result is 1 (mutagenic). (3) The result is 1 (mutagenic). The compound is O=[N+]([O-])c1ccc(-c2nc3sccn3c2[N+](=O)[O-])cc1. (4) The drug is C=CCCl. The result is 1 (mutagenic).